Regression. Given a peptide amino acid sequence and an MHC pseudo amino acid sequence, predict their binding affinity value. This is MHC class I binding data. From a dataset of Peptide-MHC class I binding affinity with 185,985 pairs from IEDB/IMGT. (1) The peptide sequence is LYQTFGRKL. The MHC is H-2-Kd with pseudo-sequence H-2-Kd. The binding affinity (normalized) is 0.213. (2) The peptide sequence is RGRAATMAL. The MHC is HLA-B35:01 with pseudo-sequence HLA-B35:01. The binding affinity (normalized) is 0.431. (3) The peptide sequence is MPTYIRNTL. The MHC is HLA-B45:01 with pseudo-sequence HLA-B45:01. The binding affinity (normalized) is 0. (4) The peptide sequence is REPVDQKQF. The MHC is HLA-B45:01 with pseudo-sequence HLA-B45:01. The binding affinity (normalized) is 0.